Dataset: Full USPTO retrosynthesis dataset with 1.9M reactions from patents (1976-2016). Task: Predict the reactants needed to synthesize the given product. Given the product [CH2:24]1[C:23]2[C:18](=[CH:19][CH:20]=[CH:21][CH:22]=2)[CH2:17][CH:16]1[C@H:12]1[NH:11][C:9](=[O:10])[C@@H:42]([C@@H:44]([CH3:45])[CH2:46][CH3:47])[N:43]([C@H:26]([C:53]2[N:54]=[C:50]([CH3:49])[O:51][CH:52]=2)[C:27]([N:76]2[CH2:81][CH2:80][O:79][CH2:78][CH2:77]2)=[O:28])[C:13]1=[O:15], predict the reactants needed to synthesize it. The reactants are: C(O[C:9]([NH:11][C@H:12]([CH:16]1[CH2:24][C:23]2[C:18](=[CH:19][CH:20]=[CH:21][CH:22]=2)[CH2:17]1)[C:13]([OH:15])=O)=[O:10])C1C=CC=CC=1.F[C:26](F)(F)[CH2:27][OH:28].C(N(CC)CC)C.Cl.COC(=O)[C@H:42]([C@H:44]([CH2:46][CH3:47])[CH3:45])[NH2:43].[CH3:49][C:50]1[O:51][CH:52]=[C:53](C=O)[N:54]=1.C(N1C=CN=C1)(N1C=CN=C1)=O.CC(C)(C)C(Cl)=O.[NH:76]1[CH2:81][CH2:80][O:79][CH2:78][CH2:77]1.